This data is from CYP1A2 inhibition data for predicting drug metabolism from PubChem BioAssay. The task is: Regression/Classification. Given a drug SMILES string, predict its absorption, distribution, metabolism, or excretion properties. Task type varies by dataset: regression for continuous measurements (e.g., permeability, clearance, half-life) or binary classification for categorical outcomes (e.g., BBB penetration, CYP inhibition). Dataset: cyp1a2_veith. (1) The compound is CNc1ncnc2c1ncn2[C@H]1C[C@@H](OP(=O)([O-])O)[C@H](COP(=O)([O-])O)O1. The result is 0 (non-inhibitor). (2) The compound is Cn1c(=O)n(C)c2cc(S(=O)(=O)O)ccc21. The result is 0 (non-inhibitor).